The task is: Predict which catalyst facilitates the given reaction.. This data is from Catalyst prediction with 721,799 reactions and 888 catalyst types from USPTO. (1) Reactant: CO.[C:3]([NH:11][C:12]1[CH:20]=[C:19]([CH:21]2[CH2:25][CH2:24][CH:23]=[CH:22]2)[CH:18]=[CH:17][C:13]=1[C:14]([OH:16])=[O:15])(=[O:10])[C:4]1[CH:9]=[CH:8][CH:7]=[CH:6][CH:5]=1. Product: [C:3]([NH:11][C:12]1[CH:20]=[C:19]([CH:21]2[CH2:25][CH2:24][CH2:23][CH2:22]2)[CH:18]=[CH:17][C:13]=1[C:14]([OH:16])=[O:15])(=[O:10])[C:4]1[CH:5]=[CH:6][CH:7]=[CH:8][CH:9]=1. The catalyst class is: 849. (2) Reactant: [CH3:1][C:2]1[CH:3]=[CH:4][C:5]([OH:24])=[C:6]([C@@H:8]([C:18]2[CH:19]=[CH:20][CH:21]=[CH:22][CH:23]=2)[CH2:9][CH2:10][N:11]([CH:15]([CH3:17])[CH3:16])[CH:12]([CH3:14])[CH3:13])[CH:7]=1.[C:25]([OH:35])(=[O:34])[C:26]1[C:27](=[CH:29][CH:30]=[C:31]([CH:33]=1)[OH:32])[OH:28]. Product: [CH3:1][C:2]1[CH:3]=[CH:4][C:5]([OH:24])=[C:6]([C@@H:8]([C:18]2[CH:19]=[CH:20][CH:21]=[CH:22][CH:23]=2)[CH2:9][CH2:10][N:11]([CH:12]([CH3:14])[CH3:13])[CH:15]([CH3:16])[CH3:17])[CH:7]=1.[C:25]([O-:35])(=[O:34])[C:26]1[C:27](=[CH:29][CH:30]=[C:31]([CH:33]=1)[OH:32])[OH:28]. The catalyst class is: 21. (3) Reactant: [CH:1]1([CH2:4][O:5][C:6]2[CH:7]=[C:8]3[C:13](=[CH:14][CH:15]=2)[N:12]=[C:11]([NH:16][CH2:17][CH2:18][NH:19][C:20](=[O:22])[CH3:21])[C:10]([CH:23]=[O:24])=[CH:9]3)[CH2:3][CH2:2]1.[BH4-].[Na+]. Product: [CH:1]1([CH2:4][O:5][C:6]2[CH:7]=[C:8]3[C:13](=[CH:14][CH:15]=2)[N:12]=[C:11]([NH:16][CH2:17][CH2:18][NH:19][C:20](=[O:22])[CH3:21])[C:10]([CH2:23][OH:24])=[CH:9]3)[CH2:2][CH2:3]1. The catalyst class is: 1. (4) Reactant: [S:1]1[CH:5]=[CH:4][N:3]=[C:2]1[C:6]([C@H:8]1[CH2:13][CH2:12][CH2:11][N:10]([C:14]([O:16][C:17]([CH3:20])([CH3:19])[CH3:18])=[O:15])[CH2:9]1)=[O:7].[H-].C(O[Al](OC(C)(C)C)OC(C)(C)C)(C)(C)C.[Li+].[Cl-].[Na+].C(OCC)(=O)C. Product: [OH:7][CH:6]([C:2]1[S:1][CH:5]=[CH:4][N:3]=1)[C@H:8]1[CH2:13][CH2:12][CH2:11][N:10]([C:14]([O:16][C:17]([CH3:20])([CH3:18])[CH3:19])=[O:15])[CH2:9]1. The catalyst class is: 7. (5) Reactant: [CH3:1][N:2]1[C:6]([CH2:7][S:8][C:9]2[CH:14]=[CH:13][C:12]([N+:15]([O-])=O)=[CH:11][CH:10]=2)=[N:5][N:4]=[N:3]1.[CH3:18][N:19]1[N:23]=[N:22][C:21]([CH2:24][S:25][C:26]2[CH:31]=[CH:30][C:29]([N+:32]([O-])=O)=[CH:28][CH:27]=2)=[N:20]1. Product: [CH3:1][N:2]1[C:6]([CH2:7][S:8][C:9]2[CH:14]=[CH:13][C:12]([NH2:15])=[CH:11][CH:10]=2)=[N:5][N:4]=[N:3]1.[CH3:18][N:19]1[N:23]=[N:22][C:21]([CH2:24][S:25][C:26]2[CH:31]=[CH:30][C:29]([NH2:32])=[CH:28][CH:27]=2)=[N:20]1. The catalyst class is: 15. (6) Reactant: [CH3:1][C@@H:2]1[CH2:7][CH2:6][CH2:5][NH:4][C@@H:3]1[CH2:8][N:9]1[C:17](=[O:18])[C:16]2[C:11](=[CH:12][CH:13]=[CH:14][CH:15]=2)[C:10]1=[O:19].[F:20][C:21]1[C:22]([I:30])=[C:23]([CH:27]=[CH:28][CH:29]=1)[C:24](O)=[O:25].CCN(C(C)C)C(C)C.CN(C(ON1N=NC2C=CC=NC1=2)=[N+](C)C)C.F[P-](F)(F)(F)(F)F. Product: [F:20][C:21]1[C:22]([I:30])=[C:23]([CH:27]=[CH:28][CH:29]=1)[C:24]([N:4]1[CH2:5][CH2:6][CH2:7][C@@H:2]([CH3:1])[C@H:3]1[CH2:8][N:9]1[C:17](=[O:18])[C:16]2[C:11](=[CH:12][CH:13]=[CH:14][CH:15]=2)[C:10]1=[O:19])=[O:25]. The catalyst class is: 39. (7) Reactant: [CH3:1][N:2]1[CH:6]=[C:5]([C:7]2[N:12]=[C:11]([C:13]3[CH:14]=[N:15][NH:16][CH:17]=3)[N:10]3[CH:18]=[CH:19][N:20]=[C:9]3[CH:8]=2)[CH:4]=[N:3]1.[C:21]([O:30][CH3:31])(=[O:29])/[CH:22]=[CH:23]/[CH2:24][C:25]([O:27][CH3:28])=[O:26].C1CCN2C(=NCCC2)CC1. Product: [CH3:1][N:2]1[CH:6]=[C:5]([C:7]2[N:12]=[C:11]([C:13]3[CH:14]=[N:15][N:16]([CH:23]([CH2:24][C:25]([O:27][CH3:28])=[O:26])[CH2:22][C:21]([O:30][CH3:31])=[O:29])[CH:17]=3)[N:10]3[CH:18]=[CH:19][N:20]=[C:9]3[CH:8]=2)[CH:4]=[N:3]1. The catalyst class is: 23. (8) Reactant: [OH:1][C:2]([C:4]([F:7])([F:6])[F:5])=[O:3].C([N:15]1[CH2:24][CH2:23][C:22]2[C:17](=[N:18][C:19]([N:30]3[CH2:35][CH2:34][CH:33]([O:36][C:37]4[CH:42]=[CH:41][C:40]([F:43])=[CH:39][C:38]=4[F:44])[CH2:32][CH2:31]3)=[C:20]([NH:25][C:26]([CH3:29])([CH3:28])[CH3:27])[N:21]=2)[CH2:16]1)C1C=CC=CC=1. Product: [C:26]([NH:25][C:20]1[N:21]=[C:22]2[CH2:23][CH2:24][NH:15][CH2:16][C:17]2=[N:18][C:19]=1[N:30]1[CH2:31][CH2:32][CH:33]([O:36][C:37]2[CH:42]=[CH:41][C:40]([F:43])=[CH:39][C:38]=2[F:44])[CH2:34][CH2:35]1)([CH3:29])([CH3:27])[CH3:28].[C:2]([OH:3])([C:4]([F:7])([F:6])[F:5])=[O:1]. The catalyst class is: 833. (9) Reactant: [CH3:1][O:2][C:3]([C:5]1[N:6]=[CH:7][C:8]2[C:13]([CH:14]=1)=[CH:12][CH:11]=[C:10]([N+:15]([O-])=O)[CH:9]=2)=[O:4]. Product: [CH3:1][O:2][C:3]([C:5]1[N:6]=[CH:7][C:8]2[C:13]([CH:14]=1)=[CH:12][CH:11]=[C:10]([NH2:15])[CH:9]=2)=[O:4]. The catalyst class is: 5. (10) Reactant: [Br:1][C:2]1[CH:3]=[CH:4][C:5]2[C:9]([CH:10]=1)=[N:8][N:7]1[C:11](Cl)=[C:12]([C:16]3[CH:21]=[CH:20][CH:19]=[CH:18][CH:17]=3)[C:13]([Cl:15])=[N:14][C:6]=21.O.O1CCCC1.[Cl-].[NH4+]. Product: [Br:1][C:2]1[CH:3]=[CH:4][C:5]2[C:9]([CH:10]=1)=[N:8][N:7]1[CH:11]=[C:12]([C:16]3[CH:21]=[CH:20][CH:19]=[CH:18][CH:17]=3)[C:13]([Cl:15])=[N:14][C:6]=21. The catalyst class is: 490.